This data is from Reaction yield outcomes from USPTO patents with 853,638 reactions. The task is: Predict the reaction yield, written as a fraction of the theoretical maximum amount of product (1.0 means a 100% yield; for example, 0.34 means a 34% yield). (1) The product is [OH:2][C:1]1[CH:8]=[CH:7][C:5]([O:6][C:12]2[CH:19]=[CH:18][C:15]([C:16]#[N:17])=[CH:14][C:13]=2[N+:20]([O-:22])=[O:21])=[CH:4][CH:3]=1. The catalyst is CS(C)=O. The reactants are [C:1]1([CH:8]=[CH:7][C:5]([OH:6])=[CH:4][CH:3]=1)[OH:2].[OH-].[K+].Cl[C:12]1[CH:19]=[CH:18][C:15]([C:16]#[N:17])=[CH:14][C:13]=1[N+:20]([O-:22])=[O:21].Cl. The yield is 0.390. (2) The product is [S:26]1[C:30](=[CH:1][C:3]2[C:12]3[C:7](=[CH:8][CH:9]=[CH:10][CH:11]=3)[C:6]([O:13][CH2:14][CH2:15][CH2:16][CH2:17][CH2:18][CH:19]([C:20]([OH:22])=[O:21])[C:23]([OH:25])=[O:24])=[CH:5][CH:4]=2)[C:29](=[O:31])[NH:28][C:27]1=[O:32]. The yield is 0.430. The catalyst is C(O)(=O)C. The reactants are [CH:1]([C:3]1[C:12]2[C:7](=[CH:8][CH:9]=[CH:10][CH:11]=2)[C:6]([O:13][CH2:14][CH2:15][CH2:16][CH2:17][CH2:18][CH:19]([C:23]([OH:25])=[O:24])[C:20]([OH:22])=[O:21])=[CH:5][CH:4]=1)=O.[S:26]1[CH2:30][C:29](=[O:31])[NH:28][C:27]1=[O:32].N1CCCCC1. (3) The reactants are [NH2:1][C:2]1[CH:7]=[CH:6][C:5]([C:8]2[N:16]3[C:11]([C:12]([NH2:17])=[N:13][CH:14]=[N:15]3)=[C:10]([C:18]3[CH:19]=[CH:20][C:21]4[C:25]([CH:26]=3)=[N:24][N:23]([CH2:27][C:28]3[CH:33]=[CH:32][CH:31]=[CH:30][CH:29]=3)[CH:22]=4)[CH:9]=2)=[CH:4][CH:3]=1.[CH3:34][S:35](Cl)(=[O:37])=[O:36]. No catalyst specified. The product is [NH2:17][C:12]1[C:11]2=[C:10]([C:18]3[CH:19]=[CH:20][C:21]4[C:25]([CH:26]=3)=[N:24][N:23]([CH2:27][C:28]3[CH:29]=[CH:30][CH:31]=[CH:32][CH:33]=3)[CH:22]=4)[CH:9]=[C:8]([C:5]3[CH:6]=[CH:7][C:2]([NH:1][S:35]([CH3:34])(=[O:37])=[O:36])=[CH:3][CH:4]=3)[N:16]2[N:15]=[CH:14][N:13]=1. The yield is 0.160. (4) The reactants are [Cl:1][C:2]1[CH:3]=[C:4]([C:9]2([C:15]([OH:17])=O)[CH2:14][CH2:13][CH2:12][CH2:11][CH2:10]2)[CH:5]=[CH:6][C:7]=1[Cl:8].[CH2:18]([NH:20][CH3:21])[CH3:19]. No catalyst specified. The product is [Cl:1][C:2]1[CH:3]=[C:4]([C:9]2([C:15]([N:20]([CH2:18][CH3:19])[CH3:21])=[O:17])[CH2:10][CH2:11][CH2:12][CH2:13][CH2:14]2)[CH:5]=[CH:6][C:7]=1[Cl:8]. The yield is 0.300.